This data is from Forward reaction prediction with 1.9M reactions from USPTO patents (1976-2016). The task is: Predict the product of the given reaction. Given the reactants Cl[C:2]1[C:3]([C:9]#N)=[N:4][CH:5]=[C:6]([Cl:8])[CH:7]=1.[CH3:11][Mg]Br.[ClH:14].[OH2:15], predict the reaction product. The product is: [Cl:14][C:2]1[C:3]([C:9](=[O:15])[CH3:11])=[N:4][CH:5]=[C:6]([Cl:8])[CH:7]=1.